Dataset: Full USPTO retrosynthesis dataset with 1.9M reactions from patents (1976-2016). Task: Predict the reactants needed to synthesize the given product. Given the product [F:22][C:16]1[CH:17]=[CH:18][CH:19]=[C:20]([F:21])[C:15]=1[N:10]1[C:4]2[N:5]=[C:6]([S:8][CH3:9])[N:7]=[C:2]([C:29]3[CH:28]=[C:27]([CH:32]=[CH:31][C:30]=3[CH3:33])[C:26]([N:25]([CH2:44][CH3:45])[CH2:23][CH3:24])=[O:43])[C:3]=2[CH2:13][NH:12][C:11]1=[O:14], predict the reactants needed to synthesize it. The reactants are: Cl[C:2]1[N:7]=[C:6]([S:8][CH3:9])[N:5]=[C:4]2[N:10]([C:15]3[C:20]([F:21])=[CH:19][CH:18]=[CH:17][C:16]=3[F:22])[C:11](=[O:14])[NH:12][CH2:13][C:3]=12.[CH2:23]([N:25]([CH2:44][CH3:45])[C:26](=[O:43])[C:27]1[CH:32]=[CH:31][C:30]([CH3:33])=[C:29](B2OC(C)(C)C(C)(C)O2)[CH:28]=1)[CH3:24].C([O-])([O-])=O.[K+].[K+].